From a dataset of Reaction yield outcomes from USPTO patents with 853,638 reactions. Predict the reaction yield, written as a fraction of the theoretical maximum amount of product (1.0 means a 100% yield; for example, 0.34 means a 34% yield). The reactants are [CH2:1]([O:8][C:9](=[O:22])[NH:10][C@H:11]([C:15](=[O:21])[NH:16][CH2:17][CH2:18][CH:19]=O)[C@@H:12]([OH:14])[CH3:13])[C:2]1[CH:7]=[CH:6][CH:5]=[CH:4][CH:3]=1.[NH2:23][C@@H:24]([C@@H:32]([C@@H:34]1[C@@H:38]([O:39][Si:40]([C:43]([CH3:46])([CH3:45])[CH3:44])([CH3:42])[CH3:41])[C@@H:37]([O:47][Si:48]([C:51]([CH3:54])([CH3:53])[CH3:52])([CH3:50])[CH3:49])[C@H:36]([N:55]2[CH:60]=[CH:59][C:58](=[O:61])[N:57]([CH2:62][C:63]3[CH:68]=[CH:67][C:66]([O:69][CH3:70])=[CH:65][CH:64]=3)[C:56]2=[O:71])[O:35]1)[OH:33])[C:25]([O:27][C:28]([CH3:31])([CH3:30])[CH3:29])=[O:26].C(O[BH-](OC(=O)C)OC(=O)C)(=O)C.[Na+]. The catalyst is C(O)(=O)C.O1CCCC1. The product is [Si:40]([O:39][C@H:38]1[C@@H:37]([O:47][Si:48]([C:51]([CH3:53])([CH3:54])[CH3:52])([CH3:49])[CH3:50])[C@H:36]([N:55]2[CH:60]=[CH:59][C:58](=[O:61])[N:57]([CH2:62][C:63]3[CH:68]=[CH:67][C:66]([O:69][CH3:70])=[CH:65][CH:64]=3)[C:56]2=[O:71])[O:35][CH:34]1[C@@H:32]([OH:33])[C@@H:24]([C:25]([O:27][C:28]([CH3:31])([CH3:30])[CH3:29])=[O:26])[NH:23][CH2:19][CH2:18][CH2:17][NH:16][C:15](=[O:21])[C@H:11]([C@@H:12]([OH:14])[CH3:13])[NH:10][C:9](=[O:22])[O:8][CH2:1][C:2]1[CH:7]=[CH:6][CH:5]=[CH:4][CH:3]=1)([C:43]([CH3:44])([CH3:45])[CH3:46])([CH3:42])[CH3:41]. The yield is 0.330.